Dataset: Forward reaction prediction with 1.9M reactions from USPTO patents (1976-2016). Task: Predict the product of the given reaction. (1) Given the reactants Cl.[Br:2][C:3]1[CH:8]=[CH:7][C:6]([CH:9]2[CH2:13][CH2:12][NH:11][CH2:10]2)=[CH:5][CH:4]=1.[CH2:14](N(CC)CC)C.C=O.C(O[BH-](OC(=O)C)OC(=O)C)(=O)C.[Na+], predict the reaction product. The product is: [Br:2][C:3]1[CH:4]=[CH:5][C:6]([CH:9]2[CH2:13][CH2:12][N:11]([CH3:14])[CH2:10]2)=[CH:7][CH:8]=1. (2) Given the reactants [Cl:1][C:2]1[S:6][C:5]([S:7]([N:10]([S:22]([C:25]2[S:26][C:27]([Cl:30])=[CH:28][CH:29]=2)(=[O:24])=[O:23])[C:11]2[C:19]3[C:14](=[CH:15][CH:16]=[CH:17][C:18]=3[O:20][CH3:21])[NH:13][N:12]=2)(=[O:9])=[O:8])=[CH:4][CH:3]=1.C1(P([C:44]2[CH:49]=[CH:48]C=CC=2)C2C=CC=CC=2)C=CC=CC=1.CC([N:54]([CH2:58][C:59]1[CH:64]=[CH:63][C:62]([CH2:65]O)=[CH:61][CH:60]=1)[C:55](=[O:57])[O-:56])(C)C.[CH3:67]C(OC(/N=N/C(OC(C)C)=O)=O)C, predict the reaction product. The product is: [Cl:30][C:27]1[S:26][C:25]([S:22]([N:10]([S:7]([C:5]2[S:6][C:2]([Cl:1])=[CH:3][CH:4]=2)(=[O:8])=[O:9])[C:11]2[C:19]3[C:14](=[CH:15][CH:16]=[CH:17][C:18]=3[O:20][CH3:21])[N:13]([CH2:65][C:62]3[CH:61]=[CH:60][C:59]([CH2:58][NH:54][C:55](=[O:57])[O:56][C:49]([CH3:48])([CH3:44])[CH3:67])=[CH:64][CH:63]=3)[N:12]=2)(=[O:23])=[O:24])=[CH:29][CH:28]=1. (3) Given the reactants [NH2:1][OH:2].Cl.N1C=CC=CC=1.C[O:11][C:12]([C:16]1[S:17][C:18]([CH:21]=O)=[CH:19][N:20]=1)(OC)[CH3:13].C1(C)C=CC=CC=1, predict the reaction product. The product is: [C:12]([C:16]1[S:17][C:18]([CH:21]=[N:1][OH:2])=[CH:19][N:20]=1)(=[O:11])[CH3:13]. (4) Given the reactants [NH:1]1[CH:5]=[CH:4][N:3]=[C:2]1[CH:6]=[O:7].Br[CH2:9][CH2:10][CH2:11][CH:12]1[O:17][CH2:16][C:15]([CH3:19])([CH3:18])[CH2:14][O:13]1, predict the reaction product. The product is: [CH3:18][C:15]1([CH3:19])[CH2:14][O:13][CH:12]([CH2:11][CH2:10][CH2:9][N:1]2[CH:5]=[CH:4][N:3]=[C:2]2[CH:6]=[O:7])[O:17][CH2:16]1.